Predict the product of the given reaction. From a dataset of Forward reaction prediction with 1.9M reactions from USPTO patents (1976-2016). (1) Given the reactants [CH:1]([N:4]([CH:24]([CH3:26])[CH3:25])[CH2:5][CH2:6][NH:7][C:8]([NH:10][CH2:11][CH2:12][NH:13]C(=O)OCC1C=CC=CC=1)=[O:9])([CH3:3])[CH3:2], predict the reaction product. The product is: [NH3:4].[NH2:13][CH2:12][CH2:11][NH:10][C:8]([NH:7][CH2:6][CH2:5][N:4]([CH:24]([CH3:26])[CH3:25])[CH:1]([CH3:2])[CH3:3])=[O:9]. (2) The product is: [CH3:1][O:2][C:3](=[O:4])[CH2:5][CH2:6][C:7]1[CH:8]=[C:9]([CH3:26])[C:10]([C:14]2[NH:15][C:16]3[C:21]([CH:22]=2)=[CH:20][CH:19]=[C:18]([C:23](=[O:25])[NH:27][C:28]2[CH:37]=[CH:36][C:35]4[C:30](=[CH:31][CH:32]=[CH:33][CH:34]=4)[N:29]=2)[CH:17]=3)=[C:11]([CH3:13])[CH:12]=1. Given the reactants [CH3:1][O:2][C:3]([CH2:5][CH2:6][C:7]1[CH:12]=[C:11]([CH3:13])[C:10]([C:14]2[NH:15][C:16]3[C:21]([CH:22]=2)=[CH:20][CH:19]=[C:18]([C:23]([OH:25])=O)[CH:17]=3)=[C:9]([CH3:26])[CH:8]=1)=[O:4].[NH2:27][C:28]1[CH:37]=[CH:36][C:35]2[C:30](=[CH:31][CH:32]=[CH:33][CH:34]=2)[N:29]=1.CCN=C=NCCCN(C)C.C1C=CC2N(O)N=NC=2C=1.[I-].C[NH+]1CCN(CCC)C1, predict the reaction product. (3) Given the reactants [CH3:1][CH2:2][N:3]([CH:7]([CH3:9])C)[CH:4]([CH3:6])C.[C:10]([C:12]1[CH:13]=[C:14]2[C:18](=[CH:19][CH:20]=1)[N:17]([S:21]([C:24]1[CH:29]=[CH:28][C:27]([O:30][CH3:31])=[CH:26][CH:25]=1)(=[O:23])=[O:22])[C:16](=[O:32])[C:15]2([CH2:42][C:43]([OH:45])=O)[C:33]1[C:34]([O:39][CH2:40][CH3:41])=[N:35][CH:36]=[CH:37][CH:38]=1)#[N:11].F[C:47](F)(F)[C:48](O)=O.FC(F)(F)C(O)=O.FC(F)(F)C(O)=[O:63].[CH2:67]1C2(CNC2)[CH2:69][N:68]1CCN1CCOCC1.[CH3:82][N:83](C(ON1N=NC2C=CC=NC1=2)=[N+](C)C)C.F[P-](F)(F)(F)(F)F, predict the reaction product. The product is: [CH2:40]([O:39][C:34]1[C:33]([C:15]2([CH2:42][C:43]([N:83]3[CH2:48][C:47]4([CH2:69][N:68]([CH2:9][CH2:7][N:3]5[CH2:2][CH2:1][O:63][CH2:6][CH2:4]5)[CH2:67]4)[CH2:82]3)=[O:45])[C:14]3[C:18](=[CH:19][CH:20]=[C:12]([C:10]#[N:11])[CH:13]=3)[N:17]([S:21]([C:24]3[CH:25]=[CH:26][C:27]([O:30][CH3:31])=[CH:28][CH:29]=3)(=[O:22])=[O:23])[C:16]2=[O:32])=[CH:38][CH:37]=[CH:36][N:35]=1)[CH3:41]. (4) Given the reactants C(O[C:4]([C:6]1([NH:15][C:16]([C:18]2[C:19]3[N:20]=[CH:21][CH:22]=[N:23]C=3C=CC=2)=O)[CH2:14][C:13]2[C:8](=[CH:9][CH:10]=[CH:11][CH:12]=2)[CH2:7]1)=[O:5])C.[OH-:28].[K+].[OH2:30], predict the reaction product. The product is: [N:23]1[C:22]2[C:21](=[CH:4][CH:6]=[CH:7][CH:8]=2)[N:20]=[CH:19][C:18]=1[C:16]([NH:15][C:6]1([C:4]([OH:5])=[O:30])[CH2:7][C:8]2[C:13](=[CH:12][CH:11]=[CH:10][CH:9]=2)[CH2:14]1)=[O:28].